This data is from Full USPTO retrosynthesis dataset with 1.9M reactions from patents (1976-2016). The task is: Predict the reactants needed to synthesize the given product. Given the product [NH2:29][C@H:26]1[CH2:27][CH2:28][N:24]([C:18]2[C:17]([S:14]([N:11]3[CH2:12][CH2:13][C@H:9]([NH2:5])[CH2:10]3)(=[O:16])=[O:15])=[CH:22][C:21]([C:56]3[CH:57]=[CH:58][C:52]4[O:51][CH2:50][CH2:49][N:48]([C:41]5[C:40]6[CH2:39][C:38]([CH3:37])([CH3:62])[CH2:47][CH2:46][C:45]=6[N:44]=[CH:43][N:42]=5)[CH2:54][C:53]=4[CH:55]=3)=[CH:20][N:19]=2)[CH2:25]1, predict the reactants needed to synthesize it. The reactants are: CC([N:5]([C@H:9]1[CH2:13][CH2:12][N:11]([S:14]([C:17]2[C:18]([N:24]3[CH2:28][CH2:27][C@H:26]([NH:29]C(OC(C)(C)C)=O)[CH2:25]3)=[N:19][CH:20]=[C:21](Br)[CH:22]=2)(=[O:16])=[O:15])[CH2:10]1)C(=O)[O-])(C)C.[CH3:37][C:38]1([CH3:62])[CH2:47][CH2:46][C:45]2[N:44]=[CH:43][N:42]=[C:41]([N:48]3[CH2:54][C:53]4[CH:55]=[C:56](B(O)O)[CH:57]=[CH:58][C:52]=4[O:51][CH2:50][CH2:49]3)[C:40]=2[CH2:39]1.